This data is from Reaction yield outcomes from USPTO patents with 853,638 reactions. The task is: Predict the reaction yield, written as a fraction of the theoretical maximum amount of product (1.0 means a 100% yield; for example, 0.34 means a 34% yield). The reactants are [CH3:1][O:2][CH2:3][CH2:4][N:5]1[CH2:10][CH2:9][N:8]2[N:11]=[C:12]([N+:14]([O-])=O)[CH:13]=[C:7]2[CH2:6]1. The catalyst is CO.[Pd]. The product is [CH3:1][O:2][CH2:3][CH2:4][N:5]1[CH2:10][CH2:9][N:8]2[N:11]=[C:12]([NH2:14])[CH:13]=[C:7]2[CH2:6]1. The yield is 0.970.